Dataset: Forward reaction prediction with 1.9M reactions from USPTO patents (1976-2016). Task: Predict the product of the given reaction. (1) Given the reactants [NH2:1][C:2]1[C:3]([CH3:17])=[C:4]([C:8]2[N:13]=[C:12]([NH2:14])[N:11]=[C:10]([NH:15][CH3:16])[CH:9]=2)[CH:5]=[CH:6][CH:7]=1.C(N(CC)CC)C.[C:25](Cl)(=[O:28])[CH:26]=[CH2:27], predict the reaction product. The product is: [NH2:14][C:12]1[N:13]=[C:8]([C:4]2[C:3]([CH3:17])=[C:2]([NH:1][C:25](=[O:28])[CH:26]=[CH2:27])[CH:7]=[CH:6][CH:5]=2)[CH:9]=[C:10]([NH:15][CH3:16])[N:11]=1. (2) Given the reactants [CH2:1]1[C:13]2[C:14]3[N:5]([CH2:6][CH:7]([C:15]([O:17][C:18]([CH3:21])([CH3:20])[CH3:19])=[O:16])[NH:8][C:9]=3[CH:10]=[CH:11][CH:12]=2)[CH2:4][CH2:3][NH:2]1.[C:22]1(=O)[CH2:25][CH2:24][CH2:23]1.C(O[BH-](OC(=O)C)OC(=O)C)(=O)C.[Na+], predict the reaction product. The product is: [CH:22]1([CH:1]2[C:13]3[C:14]4[N:5]([CH2:6][CH:7]([C:15]([O:17][C:18]([CH3:21])([CH3:20])[CH3:19])=[O:16])[NH:8][C:9]=4[CH:10]=[CH:11][CH:12]=3)[CH2:4][CH2:3][NH:2]2)[CH2:25][CH2:24][CH2:23]1. (3) Given the reactants [CH3:1][CH:2]1[CH2:7][CH:6]([CH3:8])[CH2:5][NH:4][CH2:3]1.C(N(CC)CC)C.[CH3:16][C:17]1[CH:18]=[C:19]([CH:23]=[CH:24][CH:25]=1)[C:20](Cl)=[O:21].O, predict the reaction product. The product is: [CH3:1][CH:2]1[CH2:7][CH:6]([CH3:8])[CH2:5][N:4]([C:20](=[O:21])[C:19]2[CH:23]=[CH:24][CH:25]=[C:17]([CH3:16])[CH:18]=2)[CH2:3]1. (4) Given the reactants O=C1C2C(=CC=CC=2)C(=O)[N:3]1[CH2:12][CH2:13][CH2:14][N:15]1[CH2:20][CH2:19][CH:18]([C:21]2[CH:22]=[C:23]([NH:27][C:28](=[O:32])[CH:29]([CH3:31])[CH3:30])[CH:24]=[CH:25][CH:26]=2)[CH2:17][CH2:16]1.O.NN, predict the reaction product. The product is: [NH2:3][CH2:12][CH2:13][CH2:14][N:15]1[CH2:20][CH2:19][CH:18]([C:21]2[CH:22]=[C:23]([NH:27][C:28](=[O:32])[CH:29]([CH3:30])[CH3:31])[CH:24]=[CH:25][CH:26]=2)[CH2:17][CH2:16]1. (5) The product is: [Br:40][CH2:14][C:12]1[CH:11]=[C:10]([C:16]([O:18][CH3:19])=[O:17])[CH:9]=[C:8]([C:3]2[CH:4]=[CH:5][CH:6]=[CH:7][C:2]=2[Cl:1])[CH:13]=1. Given the reactants [Cl:1][C:2]1[CH:7]=[CH:6][CH:5]=[CH:4][C:3]=1[C:8]1[CH:13]=[C:12]([CH2:14]O)[CH:11]=[C:10]([C:16]([O:18][CH3:19])=[O:17])[CH:9]=1.C1(P(C2C=CC=CC=2)C2C=CC=CC=2)C=CC=CC=1.C(Br)(Br)(Br)[Br:40], predict the reaction product. (6) Given the reactants [CH2:1]([C:4]1[CH:5]=[C:6]([C:11](=[O:13])[CH3:12])[CH:7]=[CH:8][C:9]=1[OH:10])[CH:2]=[CH2:3].C(O)/C=C\[CH2:17][OH:18], predict the reaction product. The product is: [OH:10][C:9]1[CH:8]=[CH:7][C:6]([C:11](=[O:13])[CH3:12])=[CH:5][C:4]=1[CH2:1][CH:2]=[CH:3][CH2:17][OH:18]. (7) Given the reactants CC1C=CC(S(OCC2CC3C=CC=C(C(C)C)C=3O2)(=O)=O)=CC=1.[N-]=[N+]=[N-].[Na+].[N:29]([CH2:32][CH:33]1[CH2:37][C:36]2[CH:38]=[C:39](Cl)[CH:40]=[C:41]([C:42]3[CH:46]=CS[CH:43]=3)[C:35]=2[O:34]1)=[N+]=[N-].C(C1C2OC(CN=[N+]=[N-])CC=2C=CC=1)(C)C.[N-]=[N+]=[N-], predict the reaction product. The product is: [CH:42]([C:41]1[C:35]2[O:34][CH:33]([CH2:32][NH2:29])[CH2:37][C:36]=2[CH:38]=[CH:39][CH:40]=1)([CH3:46])[CH3:43]. (8) The product is: [CH3:23][C:16]1[CH:15]=[C:14]([CH:19]=[CH:18][C:17]=1[C:2]1[CH:3]=[C:4]2[C:8](=[CH:9][CH:10]=1)[NH:7][C:6](=[O:11])[CH2:5]2)[C:12]#[N:13]. Given the reactants Br[C:2]1[CH:3]=[C:4]2[C:8](=[CH:9][CH:10]=1)[NH:7][C:6](=[O:11])[CH2:5]2.[C:12]([C:14]1[CH:19]=[CH:18][C:17](B(O)O)=[C:16]([CH3:23])[CH:15]=1)#[N:13].CN(C=O)C.C(=O)([O-])[O-].[Na+].[Na+], predict the reaction product. (9) Given the reactants C([N:4](CC)[CH:5]([CH3:7])[CH3:6])(C)C.[C:10](Cl)(=[O:15])[C:11]([CH3:14])([CH3:13])[CH3:12].C1(N)CC1, predict the reaction product. The product is: [CH:5]1([NH:4][C:10](=[O:15])[C:11]([CH3:14])([CH3:13])[CH3:12])[CH2:7][CH2:6]1. (10) Given the reactants [NH2:1][C:2]1[C:7]([C:8]#[N:9])=[C:6]([O:10][CH2:11][CH2:12][O:13][CH3:14])[N:5]=[C:4](N)[CH:3]=1.NC1C(C#N)=C(OC(C)C)N=C([NH:29][C:30](=[O:42])[CH2:31][C:32]2[CH:37]=[C:36]([O:38][CH3:39])[CH:35]=[CH:34][C:33]=2[O:40][CH3:41])C=1, predict the reaction product. The product is: [NH2:1][C:2]1[C:7]([C:8]#[N:9])=[C:6]([O:10][CH2:11][CH2:12][O:13][CH3:14])[N:5]=[C:4]([CH:31]([C:32]2[CH:37]=[C:36]([O:38][CH3:39])[CH:35]=[CH:34][C:33]=2[O:40][CH3:41])[C:30]([NH2:29])=[O:42])[CH:3]=1.